Dataset: Full USPTO retrosynthesis dataset with 1.9M reactions from patents (1976-2016). Task: Predict the reactants needed to synthesize the given product. (1) Given the product [NH2:31][C:27]1[CH:26]=[C:25]([C:21]2[CH:20]=[CH:19][C:18]3[N:17]=[CH:16][C:15]4[N:14]([CH3:39])[N:13]=[C:12]([C:9]5[CH:8]=[CH:7][C:6]([C:3]([CH3:4])([CH3:5])[C:1]#[N:2])=[CH:11][CH:10]=5)[C:24]=4[C:23]=3[CH:22]=2)[CH:30]=[N:29][CH:28]=1, predict the reactants needed to synthesize it. The reactants are: [C:1]([C:3]([C:6]1[CH:11]=[CH:10][C:9]([C:12]2[C:24]3[C:23]4[CH:22]=[C:21]([C:25]5[CH:26]=[C:27]([NH:31]C(=O)OC(C)(C)C)[CH:28]=[N:29][CH:30]=5)[CH:20]=[CH:19][C:18]=4[N:17]=[CH:16][C:15]=3[N:14]([CH3:39])[N:13]=2)=[CH:8][CH:7]=1)([CH3:5])[CH3:4])#[N:2].Cl.C([O-])(O)=O.[Na+]. (2) The reactants are: [S:1]1[C:9]2[C:4](=[N:5][CH:6]=[CH:7][CH:8]=2)[CH:3]=[CH:2]1.C([Li])CCC.[C:15]1([CH:21]=[N:22][S:23]([C:26]2[CH:36]=[CH:35][C:29]3[O:30][CH2:31][CH2:32][CH2:33][O:34][C:28]=3[CH:27]=2)(=[O:25])=[O:24])[CH:20]=[CH:19][CH:18]=[CH:17][CH:16]=1.C(=O)(O)[O-].[Na+]. Given the product [C:15]1([CH:21]([C:2]2[S:1][C:9]3[C:4](=[N:5][CH:6]=[CH:7][CH:8]=3)[CH:3]=2)[NH:22][S:23]([C:26]2[CH:36]=[CH:35][C:29]3[O:30][CH2:31][CH2:32][CH2:33][O:34][C:28]=3[CH:27]=2)(=[O:24])=[O:25])[CH:16]=[CH:17][CH:18]=[CH:19][CH:20]=1, predict the reactants needed to synthesize it.